From a dataset of Reaction yield outcomes from USPTO patents with 853,638 reactions. Predict the reaction yield, written as a fraction of the theoretical maximum amount of product (1.0 means a 100% yield; for example, 0.34 means a 34% yield). (1) The reactants are [Cl:1][C:2]1[CH:7]=[C:6](/[CH:8]=[CH:9]/[CH:10]([C:15]2[CH:20]=[C:19]([Cl:21])[CH:18]=[C:17]([Cl:22])[CH:16]=2)[C:11]([F:14])([F:13])[F:12])[CH:5]=[CH:4][C:3]=1[CH2:23][NH2:24].C1C=CC2N([OH:34])N=NC=2C=1.CCN=C=NC[CH2:41][CH2:42]N(C)C.Cl.CCN(C(C)C)C(C)C. The catalyst is CN(C=O)C.O. The product is [Cl:1][C:2]1[CH:7]=[C:6](/[CH:8]=[CH:9]/[CH:10]([C:15]2[CH:16]=[C:17]([Cl:22])[CH:18]=[C:19]([Cl:21])[CH:20]=2)[C:11]([F:13])([F:14])[F:12])[CH:5]=[CH:4][C:3]=1[CH2:23][NH:24][C:41](=[O:34])[CH3:42]. The yield is 0.600. (2) The reactants are C(N(CC)CC)C.[CH3:8][N:9]1[CH2:14][CH2:13][NH:12][CH2:11][CH2:10]1.[C:15]([C:19]1[O:20][C:21]2[C:27]([S:28](Cl)(=[O:30])=[O:29])=[C:26]([Cl:32])[CH:25]=[CH:24][C:22]=2[N:23]=1)([CH3:18])([CH3:17])[CH3:16].O. The catalyst is O1CCCC1. The product is [C:15]([C:19]1[O:20][C:21]2[C:27]([S:28]([N:12]3[CH2:13][CH2:14][N:9]([CH3:8])[CH2:10][CH2:11]3)(=[O:30])=[O:29])=[C:26]([Cl:32])[CH:25]=[CH:24][C:22]=2[N:23]=1)([CH3:18])([CH3:16])[CH3:17]. The yield is 0.980. (3) The reactants are Br[C:2]1[CH:20]=[CH:19][C:5]2[N:6]=[C:7]([C@H:9]3[CH2:12][C@H:11]([N:13]4[CH2:18][CH2:17][CH2:16][CH2:15][CH2:14]4)[CH2:10]3)[S:8][C:4]=2[CH:3]=1.[OH:21][C@H:22]1[CH2:26][CH2:25][NH:24][C:23]1=[O:27].CC1(C)C2C(=C(P(C3C=CC=CC=3)C3C=CC=CC=3)C=CC=2)OC2C(P(C3C=CC=CC=3)C3C=CC=CC=3)=CC=CC1=2.C([O-])([O-])=O.[Cs+].[Cs+].[Al]. The product is [OH:21][C@H:22]1[CH2:26][CH2:25][N:24]([C:2]2[CH:20]=[CH:19][C:5]3[N:6]=[C:7]([CH:9]4[CH2:12][CH:11]([N:13]5[CH2:18][CH2:17][CH2:16][CH2:15][CH2:14]5)[CH2:10]4)[S:8][C:4]=3[CH:3]=2)[C:23]1=[O:27]. The catalyst is C1C=CC(/C=C/C(/C=C/C2C=CC=CC=2)=O)=CC=1.C1C=CC(/C=C/C(/C=C/C2C=CC=CC=2)=O)=CC=1.C1C=CC(/C=C/C(/C=C/C2C=CC=CC=2)=O)=CC=1.[Pd].[Pd]. The yield is 0.400. (4) The reactants are OO.C(OC(C(F)(F)F)=O)(C(F)(F)F)=[O:4].[CH3:16][N:17]([CH3:35])[CH2:18][CH2:19][NH:20][C:21]1[N:22]=[N+:23]([O-:34])[C:24]2[CH:30]=[C:29]3[CH2:31][CH2:32][O:33][C:28]3=[CH:27][C:25]=2[N:26]=1.C(O)(C(F)(F)F)=O.N. The catalyst is C(Cl)Cl.C(Cl)(Cl)Cl. The product is [O-:34][N+:23]1[C:24]2[CH:30]=[C:29]3[CH2:31][CH2:32][O:33][C:28]3=[CH:27][C:25]=2[N+:26]([O-:4])=[C:21]([NH:20][CH2:19][CH2:18][N:17]([CH3:35])[CH3:16])[N:22]=1. The yield is 0.530. (5) The reactants are [C:1]1([S:7]([N:10]2[C:14]3=[N:15][CH:16]=[C:17]([NH2:33])[C:18]([NH:19][C@@H:20]4[CH2:25][CH2:24][CH2:23][N:22]([CH2:26][C:27]5[CH:32]=[CH:31][CH:30]=[CH:29][CH:28]=5)[CH2:21]4)=[C:13]3[CH:12]=[CH:11]2)(=[O:9])=[O:8])[CH:6]=[CH:5][CH:4]=[CH:3][CH:2]=1.[N:34](OCCCC)=O. The catalyst is C(#N)C.[Cu](Br)Br. The product is [C:1]1([S:7]([N:10]2[CH:11]=[CH:12][C:13]3[C:14]2=[N:15][CH:16]=[C:17]2[C:18]=3[N:19]([C@@H:20]3[CH2:25][CH2:24][CH2:23][N:22]([CH2:26][C:27]4[CH:32]=[CH:31][CH:30]=[CH:29][CH:28]=4)[CH2:21]3)[N:34]=[N:33]2)(=[O:8])=[O:9])[CH:6]=[CH:5][CH:4]=[CH:3][CH:2]=1. The yield is 0.650. (6) The reactants are [F:1][C:2]([F:12])([F:11])[O:3][C:4]1[CH:9]=[CH:8][CH:7]=[CH:6][C:5]=1[OH:10].C(N(CC)CC)C.Cl[C:21]([O:23][CH3:24])=[O:22]. The catalyst is C(Cl)Cl. The product is [C:21](=[O:22])([O:10][C:5]1[CH:6]=[CH:7][CH:8]=[CH:9][C:4]=1[O:3][C:2]([F:11])([F:12])[F:1])[O:23][CH3:24]. The yield is 0.920. (7) The reactants are [OH:1][C:2]1[CH:7]=[C:6]([Cl:8])[N:5]=[N:4][C:3]=1Cl.[CH:10]1([C:13]2[CH:18]=[CH:17][CH:16]=[C:15]([CH3:19])[C:14]=2[OH:20])[CH2:12][CH2:11]1.CCCCCCCCCC.[OH-].[K+].Cl. The catalyst is CO. The product is [Cl:8][C:6]1[N:5]=[N:4][C:3]([O:20][C:14]2[C:15]([CH3:19])=[CH:16][CH:17]=[CH:18][C:13]=2[CH:10]2[CH2:11][CH2:12]2)=[C:2]([OH:1])[CH:7]=1. The yield is 0.560.